Dataset: Catalyst prediction with 721,799 reactions and 888 catalyst types from USPTO. Task: Predict which catalyst facilitates the given reaction. (1) Reactant: [C:1]([NH:5][C:6]1[CH:15]=[CH:14][C:9]([C:10]([O:12]C)=[O:11])=[CH:8][C:7]=1[N+:16]([O-:18])=[O:17])(=[O:4])[CH:2]=[CH2:3].[Li+].[OH-].Cl. Product: [C:1]([NH:5][C:6]1[CH:15]=[CH:14][C:9]([C:10]([OH:12])=[O:11])=[CH:8][C:7]=1[N+:16]([O-:18])=[O:17])(=[O:4])[CH:2]=[CH2:3]. The catalyst class is: 1. (2) Reactant: [C:1]([O:5][C:6]([N:8]1[CH2:13][CH2:12][N:11]2[C:14]([CH:19]3[CH2:21][CH2:20]3)=[N:15][C:16]([CH:17]=[CH2:18])=[C:10]2[CH:9]1[CH2:22][CH2:23][C:24]1[CH:29]=[CH:28][C:27]([C:30]([F:33])([F:32])[F:31])=[C:26]([F:34])[CH:25]=1)=[O:7])([CH3:4])([CH3:3])[CH3:2]. Product: [C:1]([O:5][C:6]([N:8]1[CH2:13][CH2:12][N:11]2[C:14]([CH:19]3[CH2:21][CH2:20]3)=[N:15][C:16]([CH2:17][CH3:18])=[C:10]2[CH:9]1[CH2:22][CH2:23][C:24]1[CH:29]=[CH:28][C:27]([C:30]([F:32])([F:33])[F:31])=[C:26]([F:34])[CH:25]=1)=[O:7])([CH3:2])([CH3:3])[CH3:4]. The catalyst class is: 43.